Dataset: TCR-epitope binding with 47,182 pairs between 192 epitopes and 23,139 TCRs. Task: Binary Classification. Given a T-cell receptor sequence (or CDR3 region) and an epitope sequence, predict whether binding occurs between them. (1) The epitope is NLSALGIFST. The TCR CDR3 sequence is CASSGSSGYEQYF. Result: 0 (the TCR does not bind to the epitope). (2) The epitope is GLIYNRMGAVTTEV. The TCR CDR3 sequence is CAWSAGRYTEAFF. Result: 1 (the TCR binds to the epitope). (3) The epitope is GLIYNRMGAVTTEV. The TCR CDR3 sequence is CASGDRGAIETQYF. Result: 1 (the TCR binds to the epitope). (4) The TCR CDR3 sequence is CASHEGAGGFGELFF. The epitope is SFHSLHLLF. Result: 0 (the TCR does not bind to the epitope). (5) The epitope is DRFYKTLRAEQASQEV. The TCR CDR3 sequence is CASGRLASGTDTQYF. Result: 0 (the TCR does not bind to the epitope). (6) The epitope is TEKSNIIRGW. The TCR CDR3 sequence is CASSLTAGTGPHEQYF. Result: 0 (the TCR does not bind to the epitope). (7) The epitope is SEVGPEHSLAEY. The TCR CDR3 sequence is CASSQDVGGADIQYF. Result: 1 (the TCR binds to the epitope). (8) The epitope is AVFDRKSDAK. The TCR CDR3 sequence is CASSPQEGETQYF. Result: 1 (the TCR binds to the epitope). (9) The epitope is SEETGTLIV. The TCR CDR3 sequence is CASSYPPVYLAGWQFRKFF. Result: 0 (the TCR does not bind to the epitope). (10) The epitope is PROT_97E67BCC. The TCR CDR3 sequence is CASHEGAGGYGELFF. Result: 1 (the TCR binds to the epitope).